Dataset: Full USPTO retrosynthesis dataset with 1.9M reactions from patents (1976-2016). Task: Predict the reactants needed to synthesize the given product. Given the product [Cl:8][C:5]1[CH:6]=[CH:7][C:2]2[Sn:28]([CH3:29])([CH3:27])[C:12]3[CH:13]=[CH:14][CH:15]=[CH:16][C:11]=3[CH:10]=[CH:9][C:3]=2[CH:4]=1, predict the reactants needed to synthesize it. The reactants are: Br[C:2]1[CH:7]=[CH:6][C:5]([Cl:8])=[CH:4][C:3]=1/[CH:9]=[CH:10]\[C:11]1[CH:16]=[CH:15][CH:14]=[CH:13][C:12]=1Br.[Li].CN(CCN(C)C)C.[CH3:27][Sn:28](Cl)(Cl)[CH3:29].